From a dataset of Forward reaction prediction with 1.9M reactions from USPTO patents (1976-2016). Predict the product of the given reaction. Given the reactants B1(C)OC(C2C=CC=CC=2)(C2C=CC=CC=2)[C@@H]2N1CCC2.[F:22][C:23]1[CH:24]=[C:25]([C:30](=[O:36])[CH2:31][CH2:32][N+:33]([O-:35])=[O:34])[CH:26]=[CH:27][C:28]=1[F:29].CO.Cl, predict the reaction product. The product is: [F:22][C:23]1[CH:24]=[C:25]([C@H:30]([OH:36])[CH2:31][CH2:32][N+:33]([O-:35])=[O:34])[CH:26]=[CH:27][C:28]=1[F:29].